Predict which catalyst facilitates the given reaction. From a dataset of Catalyst prediction with 721,799 reactions and 888 catalyst types from USPTO. (1) Reactant: C([Sn](CCCC)(CCCC)[C:6]1[N:7]=[N:8][N:9]([CH2:11][C:12]2[CH:17]=[C:16]([Cl:18])[C:15]([Cl:19])=[C:14]([Cl:20])[CH:13]=2)[CH:10]=1)CCC.Cl[C:30]1[N:35]=[CH:34][C:33]([C:36]([NH2:38])=O)=[CH:32][N:31]=1. Product: [Cl:18][C:16]1[CH:17]=[C:12]([CH:13]=[C:14]([Cl:20])[C:15]=1[Cl:19])[CH2:11][N:9]1[CH:10]=[C:6]([C:30]2[N:35]=[CH:34][C:33]([C:36]#[N:38])=[CH:32][N:31]=2)[N:7]=[N:8]1. The catalyst class is: 184. (2) Reactant: C([O:5][C:6](=[O:26])[CH2:7][NH:8][C:9]([C:11]1[CH:20]=[C:19]2[C:14]([C:15]([Cl:25])=[CH:16][N:17]=[C:18]2[NH:21][C:22]([NH2:24])=[NH:23])=[CH:13][CH:12]=1)=[O:10])(C)(C)C.[C:27]([C:31]([OH:33])=[O:32])([F:30])([F:29])[F:28]. Product: [F:28][C:27]([F:30])([F:29])[C:31]([OH:33])=[O:32].[Cl:25][C:15]1[C:14]2[C:19](=[CH:20][C:11]([C:9]([NH:8][CH2:7][C:6]([OH:26])=[O:5])=[O:10])=[CH:12][CH:13]=2)[C:18]([NH:21][C:22]([NH2:24])=[NH:23])=[N:17][CH:16]=1. The catalyst class is: 11.